Dataset: Forward reaction prediction with 1.9M reactions from USPTO patents (1976-2016). Task: Predict the product of the given reaction. (1) Given the reactants C1(P(C2C=CC=CC=2)C2C3OC4C(=CC=CC=4P(C4C=CC=CC=4)C4C=CC=CC=4)C(C)(C)C=3C=CC=2)C=CC=CC=1.[C:43](=[O:46])([O-])[O-:44].[Na+].[Na+].Br[C:50]1[C:59]2[C:54](=[C:55]([F:60])[CH:56]=[CH:57][CH:58]=2)[C:53](=[O:61])[N:52]([CH2:62][C:63]2[O:64][CH:65]=[CH:66][N:67]=2)[C:51]=1[CH3:68].C(O)C1C=CC=CC=1.C1(C)C=CC=CC=1, predict the reaction product. The product is: [F:60][C:55]1[CH:56]=[CH:57][CH:58]=[C:59]2[C:54]=1[C:53](=[O:61])[N:52]([CH2:62][C:63]1[O:64][CH:65]=[CH:66][N:67]=1)[C:51]([CH3:68])=[C:50]2[C:43]([OH:44])=[O:46]. (2) Given the reactants [O:1]1[CH:5]=[CH:4][C:3]([O:6][CH2:7][C@@H:8]2[O:12][C:11](=[O:13])[N:10]([C:14]3[CH:15]=[CH:16][C:17]4[C:23](=[O:24])[CH2:22][CH2:21][CH2:20][CH2:19][C:18]=4[CH:25]=3)[CH2:9]2)=[N:2]1.CO[CH:28](OC)[N:29]([CH3:31])[CH3:30], predict the reaction product. The product is: [CH3:28][N:29]([CH:31]=[C:22]1[CH2:21][CH2:20][CH2:19][C:18]2[CH:25]=[C:14]([N:10]3[CH2:9][C@H:8]([CH2:7][O:6][C:3]4[CH:4]=[CH:5][O:1][N:2]=4)[O:12][C:11]3=[O:13])[CH:15]=[CH:16][C:17]=2[C:23]1=[O:24])[CH3:30]. (3) Given the reactants [C:1]([NH2:5])([CH3:4])([CH3:3])[CH3:2].C(N(CC)CC)C.[F:13][C:14]1[CH:22]=[C:21]([F:23])[CH:20]=[CH:19][C:15]=1[C:16](Cl)=[O:17].C([O-])(O)=O.[Na+], predict the reaction product. The product is: [C:1]([NH:5][C:16](=[O:17])[C:15]1[CH:19]=[CH:20][C:21]([F:23])=[CH:22][C:14]=1[F:13])([CH3:4])([CH3:3])[CH3:2]. (4) Given the reactants [CH3:1][O:2][C:3]1[CH:8]=[C:7]([O:9][CH3:10])[CH:6]=[CH:5][C:4]=1[C:11]([C:16]1[CH:21]=[CH:20][C:19]([O:22][CH3:23])=[CH:18][C:17]=1[O:24][CH3:25])([O:14][CH3:15])[O:12][CH3:13], predict the reaction product. The product is: [CH3:25][O:24][C:17]1[CH:18]=[C:19]([O:22][CH3:23])[CH:20]=[CH:21][C:16]=1[C:11]1([C:4]2[CH:5]=[CH:6][C:7]([O:9][CH3:10])=[CH:8][C:3]=2[O:2][CH3:1])[O:14][CH2:15][CH2:13][O:12]1.